This data is from Full USPTO retrosynthesis dataset with 1.9M reactions from patents (1976-2016). The task is: Predict the reactants needed to synthesize the given product. (1) Given the product [CH3:1][O:2][C:3](=[O:12])[C:4]1[C:9]([CH3:10])=[CH:8][CH:7]=[N:6][C:5]=1[C:13]#[N:14], predict the reactants needed to synthesize it. The reactants are: [CH3:1][O:2][C:3](=[O:12])[C:4]1[C:9]([CH3:10])=[CH:8][CH:7]=[N:6][C:5]=1Cl.[C:13]([Cu])#[N:14]. (2) The reactants are: [F:1][C:2]([F:30])([F:29])[C:3]1[CH:4]=[C:5]([C@H:13]2[O:17][C:16](=[O:18])[N:15]([CH2:19][C:20]3[C:25](Br)=[CH:24][CH:23]=[C:22]([Cl:27])[N:21]=3)[C@H:14]2[CH3:28])[CH:6]=[C:7]([C:9]([F:12])([F:11])[F:10])[CH:8]=1.[CH3:31][O:32][C:33]1[CH:38]=[CH:37][C:36]([C:39]2[CH:44]=[CH:43][C:42]([C:45]([O:47][CH3:48])=[O:46])=[C:41](B3OC(C)(C)C(C)(C)O3)[C:40]=2[CH3:58])=[CH:35][CH:34]=1.C(=O)([O-])[O-].[K+].[K+]. Given the product [F:1][C:2]([F:30])([F:29])[C:3]1[CH:4]=[C:5]([C@H:13]2[O:17][C:16](=[O:18])[N:15]([CH2:19][C:20]3[C:25]([C:34]4[CH:35]=[C:36]([C:39]5[CH:44]=[CH:43][C:42]([C:45]([O:47][CH3:48])=[O:46])=[CH:41][C:40]=5[CH3:58])[CH:37]=[CH:38][C:33]=4[O:32][CH3:31])=[CH:24][CH:23]=[C:22]([Cl:27])[N:21]=3)[C@H:14]2[CH3:28])[CH:6]=[C:7]([C:9]([F:12])([F:11])[F:10])[CH:8]=1, predict the reactants needed to synthesize it. (3) Given the product [N:18]1[CH:19]=[CH:20][N:21]=[CH:22][C:17]=1[C:2]1[CH:3]=[C:4]2[C:9](=[N:10][CH:11]=1)[NH:8][CH2:7][CH2:6][CH2:5]2, predict the reactants needed to synthesize it. The reactants are: Br[C:2]1[CH:3]=[C:4]2[C:9](=[N:10][CH:11]=1)[NH:8][CH2:7][CH2:6][CH2:5]2.C([Sn](CCCC)(CCCC)[C:17]1[CH:22]=[N:21][CH:20]=[CH:19][N:18]=1)CCC.C([O-])([O-])=O.[Cs+].[Cs+]. (4) Given the product [CH2:1]([O:8][CH2:9][C@H:10]1[O:14][C:13](=[O:15])[CH2:12][C@@H:11]1[CH:31]1[O:32][CH2:33][CH2:34][O:30]1)[C:2]1[CH:3]=[CH:4][CH:5]=[CH:6][CH:7]=1, predict the reactants needed to synthesize it. The reactants are: [CH2:1]([O:8][CH2:9][C@H:10]1[O:14][C:13](=[O:15])[CH:12]=[CH:11]1)[C:2]1[CH:7]=[CH:6][CH:5]=[CH:4][CH:3]=1.C(C1C=CC=CC=1)(=O)C1C=CC=CC=1.[O:30]1[CH2:34][CH2:33][O:32][CH2:31]1.